From a dataset of Full USPTO retrosynthesis dataset with 1.9M reactions from patents (1976-2016). Predict the reactants needed to synthesize the given product. (1) The reactants are: N[C:2]1[CH:10]=[C:9]2[C:5]([CH2:6][C@H:7]([OH:19])[C@H:8]2[NH:11][C:12](=[O:18])[O:13][C:14]([CH3:17])([CH3:16])[CH3:15])=[CH:4][CH:3]=1.O.C1(C)C=CC(S(O)(=O)=O)=CC=1.N([O-])=O.[Na+].[I-:36].[K+].C(=O)([O-])[O-].[Na+].[Na+]. Given the product [OH:19][C@H:7]1[CH2:6][C:5]2[C:9](=[CH:10][C:2]([I:36])=[CH:3][CH:4]=2)[C@@H:8]1[NH:11][C:12](=[O:18])[O:13][C:14]([CH3:17])([CH3:16])[CH3:15], predict the reactants needed to synthesize it. (2) Given the product [Cl:2][C:3]1[C:11]([O:12][CH2:13][CH2:14][CH2:15][NH:16][S:27]([CH3:26])(=[O:29])=[O:28])=[CH:10][C:9]([I:17])=[C:8]2[C:4]=1[CH2:5][NH:6][C:7]2=[O:18], predict the reactants needed to synthesize it. The reactants are: Cl.[Cl:2][C:3]1[C:11]([O:12][CH2:13][CH2:14][CH2:15][NH2:16])=[CH:10][C:9]([I:17])=[C:8]2[C:4]=1[CH2:5][NH:6][C:7]2=[O:18].C(N(CC)CC)C.[CH3:26][S:27](Cl)(=[O:29])=[O:28]. (3) Given the product [Cl:1][C:2]1[CH:7]=[C:6]([Cl:8])[CH:5]=[CH:4][C:3]=1[C:9]1[N:10]=[C:11]([C:16]2[NH:18][C:19]3[CH:20]=[C:21]([C:22]([NH:30][CH2:31][CH2:32][CH2:33][C:34]([OH:36])=[O:35])=[O:24])[CH:26]=[CH:27][C:28]=3[N:29]=2)[N:12]([CH2:14][CH3:15])[CH:13]=1, predict the reactants needed to synthesize it. The reactants are: [Cl:1][C:2]1[CH:7]=[C:6]([Cl:8])[CH:5]=[CH:4][C:3]=1[C:9]1[N:10]=[C:11]([CH:16]=O)[N:12]([CH2:14][CH3:15])[CH:13]=1.[NH2:18][C:19]1[CH:20]=[C:21]([CH:26]=[CH:27][C:28]=1[NH2:29])[C:22]([O:24]C)=O.[NH2:30][CH2:31][CH2:32][CH2:33][C:34]([O:36]C)=[O:35]. (4) Given the product [NH2:1][C:2]1[CH:7]=[C:6]([NH2:8])[C:5]([NH2:9])=[CH:4][CH:3]=1, predict the reactants needed to synthesize it. The reactants are: [NH2:1][C:2]1[CH:3]=[CH:4][C:5]([N+:9]([O-])=O)=[C:6]([NH2:8])[CH:7]=1. (5) Given the product [Br:1][C:2]1[CH:3]=[C:4]2[C:9](=[N:10][CH:11]=1)[N:8]([CH2:12][CH3:13])[CH:7]=[C:6]([C:14]([OH:16])=[O:15])[C:5]2=[O:19], predict the reactants needed to synthesize it. The reactants are: [Br:1][C:2]1[CH:3]=[C:4]2[C:9](=[N:10][CH:11]=1)[N:8]([CH2:12][CH3:13])[CH:7]=[C:6]([C:14]([O:16]CC)=[O:15])[C:5]2=[O:19].[OH-].[K+]. (6) Given the product [CH3:1][C:2]1[N:3]([CH2:14][CH2:15][O:16][CH2:17][CH2:18][CH2:19][C:20]2[CH:25]=[CH:24][CH:23]=[CH:22][CH:21]=2)[C:4]2[C:9]([CH3:10])=[C:8]([CH3:11])[N:7]=[C:6]([NH2:12])[C:5]=2[N:13]=1, predict the reactants needed to synthesize it. The reactants are: [CH3:1][C:2]1[N:3]([CH2:14][CH2:15][O:16][CH2:17][C:18]#[C:19][C:20]2[CH:25]=[CH:24][CH:23]=[CH:22][CH:21]=2)[C:4]2[C:9]([CH3:10])=[C:8]([CH3:11])[N:7]=[C:6]([NH2:12])[C:5]=2[N:13]=1. (7) Given the product [N+:32]([C:27]1[CH:28]=[CH:29][CH:30]=[CH:31][C:26]=1[C:24]1[S:23][C:20]2[C:19]([N:25]=1)=[CH:18][C:17]([CH2:16][O:1][CH:2]1[CH2:3][CH2:4][N:5]([C:8]([O:10][C:11]([CH3:14])([CH3:13])[CH3:12])=[O:9])[CH2:6][CH2:7]1)=[CH:22][N:21]=2)([O-:34])=[O:33], predict the reactants needed to synthesize it. The reactants are: [OH:1][CH:2]1[CH2:7][CH2:6][N:5]([C:8]([O:10][C:11]([CH3:14])([CH3:13])[CH3:12])=[O:9])[CH2:4][CH2:3]1.Br[CH2:16][C:17]1[CH:18]=[C:19]2[N:25]=[C:24]([C:26]3[CH:31]=[CH:30][CH:29]=[CH:28][C:27]=3[N+:32]([O-:34])=[O:33])[S:23][C:20]2=[N:21][CH:22]=1.[OH-].[Na+].C1(C)C=CC=CC=1.